Dataset: Full USPTO retrosynthesis dataset with 1.9M reactions from patents (1976-2016). Task: Predict the reactants needed to synthesize the given product. Given the product [NH2:11][C:10]1[C:5]([C:3]([OH:4])=[O:2])=[N:6][CH:7]=[C:8]([O:12][CH3:13])[N:9]=1.[Cl-:16].[Na+:15], predict the reactants needed to synthesize it. The reactants are: C[O:2][C:3]([C:5]1[C:10]([NH2:11])=[N:9][C:8]([O:12][CH3:13])=[CH:7][N:6]=1)=[O:4].[OH-].[Na+:15].[ClH:16].C1(C)C=CC=CC=1.